Dataset: Peptide-MHC class II binding affinity with 134,281 pairs from IEDB. Task: Regression. Given a peptide amino acid sequence and an MHC pseudo amino acid sequence, predict their binding affinity value. This is MHC class II binding data. (1) The peptide sequence is LKRLWKMLDPRQGLA. The MHC is DRB3_0202 with pseudo-sequence DRB3_0202. The binding affinity (normalized) is 0.610. (2) The peptide sequence is INEPTAAAIAYQLDR. The MHC is HLA-DQA10401-DQB10402 with pseudo-sequence HLA-DQA10401-DQB10402. The binding affinity (normalized) is 0.738.